From a dataset of NCI-60 drug combinations with 297,098 pairs across 59 cell lines. Regression. Given two drug SMILES strings and cell line genomic features, predict the synergy score measuring deviation from expected non-interaction effect. (1) Drug 1: CC(C1=C(C=CC(=C1Cl)F)Cl)OC2=C(N=CC(=C2)C3=CN(N=C3)C4CCNCC4)N. Drug 2: C(=O)(N)NO. Cell line: PC-3. Synergy scores: CSS=10.7, Synergy_ZIP=-3.93, Synergy_Bliss=1.51, Synergy_Loewe=-2.03, Synergy_HSA=2.43. (2) Drug 1: C1C(C(OC1N2C=NC3=C2NC=NCC3O)CO)O. Drug 2: C(CCl)NC(=O)N(CCCl)N=O. Cell line: NCI/ADR-RES. Synergy scores: CSS=-0.432, Synergy_ZIP=-2.46, Synergy_Bliss=-6.43, Synergy_Loewe=-6.37, Synergy_HSA=-5.78. (3) Drug 1: C1=CN(C(=O)N=C1N)C2C(C(C(O2)CO)O)O.Cl. Drug 2: C1=NC2=C(N=C(N=C2N1C3C(C(C(O3)CO)O)O)F)N. Cell line: UACC-257. Synergy scores: CSS=0.979, Synergy_ZIP=-0.498, Synergy_Bliss=2.74, Synergy_Loewe=-3.22, Synergy_HSA=0.659. (4) Cell line: CCRF-CEM. Drug 1: C1CN(CCN1C(=O)CCBr)C(=O)CCBr. Drug 2: CN(C(=O)NC(C=O)C(C(C(CO)O)O)O)N=O. Synergy scores: CSS=54.0, Synergy_ZIP=-2.28, Synergy_Bliss=-4.38, Synergy_Loewe=-29.9, Synergy_HSA=-4.39. (5) Drug 1: CN1C(=O)N2C=NC(=C2N=N1)C(=O)N. Drug 2: C(CN)CNCCSP(=O)(O)O. Cell line: KM12. Synergy scores: CSS=1.33, Synergy_ZIP=1.23, Synergy_Bliss=3.19, Synergy_Loewe=4.86, Synergy_HSA=-0.0790.